From a dataset of Full USPTO retrosynthesis dataset with 1.9M reactions from patents (1976-2016). Predict the reactants needed to synthesize the given product. (1) Given the product [C:1]([O:5][C:6]([NH:8][CH:9]1[C:10](=[O:11])[N:12]2[CH2:28][C@H:27]([O:29][C:30]3[CH:35]=[C:34]([C:36]4[CH:41]=[CH:40][CH:39]=[CH:38][N:37]=4)[N:33]=[C:32]4[CH:42]=[CH:43][S:44][C:31]=34)[CH2:26][C@H:13]2[C:14](=[O:15])[NH:16][C@:17]2([C:22]([O:24][CH3:25])=[O:23])[CH2:18][C@H:19]2[CH:51]=[CH:50][CH2:49][CH2:48][CH2:47][CH2:46][CH2:45]1)=[O:7])([CH3:4])([CH3:3])[CH3:2], predict the reactants needed to synthesize it. The reactants are: [C:1]([O:5][C:6]([NH:8][CH:9]([CH2:45][CH2:46][CH2:47][CH2:48][CH2:49][CH:50]=[CH2:51])[C:10]([N:12]1[CH2:28][C@H:27]([O:29][C:30]2[CH:35]=[C:34]([C:36]3[CH:41]=[CH:40][CH:39]=[CH:38][N:37]=3)[N:33]=[C:32]3[CH:42]=[CH:43][S:44][C:31]=23)[CH2:26][C@H:13]1[C:14]([NH:16][C@:17]1([C:22]([O:24][CH3:25])=[O:23])[CH2:19][C@H:18]1C=C)=[O:15])=[O:11])=[O:7])([CH3:4])([CH3:3])[CH3:2]. (2) Given the product [ClH:35].[CH3:1][N:2]1[C:7]2[CH:8]=[C:9]([NH:12][C:13]([C:15]3[CH:20]=[CH:19][C:18]([C:21]4[CH:22]=[CH:23][CH:24]=[CH:25][CH:26]=4)=[C:17]([CH2:27][N:28]4[CH2:33][CH2:32][CH2:31][CH2:30][CH2:29]4)[CH:16]=3)=[O:14])[CH:10]=[CH:11][C:6]=2[S:46](=[O:49])(=[O:47])[CH2:4][C:3]1=[O:34], predict the reactants needed to synthesize it. The reactants are: [CH3:1][N:2]1[C:7]2[CH:8]=[C:9]([NH:12][C:13]([C:15]3[CH:20]=[CH:19][C:18]([C:21]4[CH:26]=[CH:25][CH:24]=[CH:23][CH:22]=4)=[C:17]([CH2:27][N:28]4[CH2:33][CH2:32][CH2:31][CH2:30][CH2:29]4)[CH:16]=3)=[O:14])[CH:10]=[CH:11][C:6]=2S[CH2:4][C:3]1=[O:34].[Cl:35]C1C=CC=C(C(OO)=O)C=1.[S:46]([O-:49])(O)=[O:47].[Na+].Cl. (3) Given the product [C:14]([CH2:15][NH:16][C:7]([C@@H:2]1[CH2:3][CH2:4][CH2:5][CH2:6][C@H:1]1[C:10]([OH:9])=[O:11])=[O:8])#[N:13], predict the reactants needed to synthesize it. The reactants are: [C@@H:1]12[C:10](=[O:11])[O:9][C:7](=[O:8])[C@H:2]1[CH2:3][CH2:4][CH2:5][CH2:6]2.Cl.[NH2:13][CH2:14][C:15]#[N:16].C(N(CC)CC)C. (4) The reactants are: [NH2:1][C:2]1[N:10]=[CH:9][C:8]([Cl:11])=[CH:7][C:3]=1[C:4]([NH2:6])=[O:5].[Br:12][CH2:13][C:14]1[CH:19]=[CH:18][C:17]([CH3:20])=[C:16]([F:21])[CH:15]=1. Given the product [BrH:12].[Cl:11][C:8]1[CH:7]=[C:3]([C:4]([NH2:6])=[O:5])[C:2](=[NH:1])[N:10]([CH2:13][C:14]2[CH:19]=[CH:18][C:17]([CH3:20])=[C:16]([F:21])[CH:15]=2)[CH:9]=1, predict the reactants needed to synthesize it. (5) Given the product [C:18]([O:17][C:15]([N:24]1[CH:27]2[CH2:28][CH:31]([CH:30]=[CH:29]2)[O:32]1)=[O:16])([CH3:19])([CH3:20])[CH3:21], predict the reactants needed to synthesize it. The reactants are: C[Si](C#C)(C)C.[C:15](O[C:15]([O:17][C:18]([CH3:21])([CH3:20])[CH3:19])=[O:16])([O:17][C:18]([CH3:21])([CH3:20])[CH3:19])=[O:16].C([N:24]([CH2:27][CH3:28])CC)C.[CH2:29]1C[O:32][CH2:31][CH2:30]1. (6) Given the product [Cl:28][C:29]1[CH:30]=[C:31]([CH:34]=[CH:35][CH:36]=1)[CH2:32][N:13]1[C:14]2[C:10](=[CH:9][CH:8]=[CH:7][C:6]=2[O:5][CH2:4][CH2:3][CH2:2][Cl:1])[C:11]([S:15]([C:18]2[C:27]3[C:22](=[CH:23][CH:24]=[CH:25][CH:26]=3)[CH:21]=[CH:20][CH:19]=2)(=[O:16])=[O:17])=[N:12]1, predict the reactants needed to synthesize it. The reactants are: [Cl:1][CH2:2][CH2:3][CH2:4][O:5][C:6]1[CH:7]=[CH:8][CH:9]=[C:10]2[C:14]=1[NH:13][N:12]=[C:11]2[S:15]([C:18]1[C:27]2[C:22](=[CH:23][CH:24]=[CH:25][CH:26]=2)[CH:21]=[CH:20][CH:19]=1)(=[O:17])=[O:16].[Cl:28][C:29]1[CH:30]=[C:31]([CH:34]=[CH:35][CH:36]=1)[CH2:32]Br.C(=O)([O-])[O-].[Cs+].[Cs+].